Dataset: Reaction yield outcomes from USPTO patents with 853,638 reactions. Task: Predict the reaction yield, written as a fraction of the theoretical maximum amount of product (1.0 means a 100% yield; for example, 0.34 means a 34% yield). (1) The reactants are C1CCC(N=C=NC2CCCCC2)CC1.[F:16][C:17]1([F:26])[CH2:22][CH2:21][CH:20]([C:23]([OH:25])=[O:24])[CH2:19][CH2:18]1.O[N:28]1[C:32](=[O:33])[CH2:31][CH2:30][C:29]1=[O:34]. The catalyst is C1COCC1. The product is [F:16][C:17]1([F:26])[CH2:18][CH2:19][CH:20]([C:23]([O:25][N:28]2[C:32](=[O:33])[CH2:31][CH2:30][C:29]2=[O:34])=[O:24])[CH2:21][CH2:22]1. The yield is 0.940. (2) The reactants are Br.[CH2:2]([C:4]1[N:5]=[C:6]([C@@H:9]([NH2:20])[CH2:10][C:11]2[CH:16]=[CH:15][C:14]([N+:17]([O-:19])=[O:18])=[CH:13][CH:12]=2)[S:7][CH:8]=1)[CH3:3].[C:21]1([CH2:27][C:28](O)=[O:29])[CH:26]=[CH:25][CH:24]=[CH:23][CH:22]=1.ON1C2C=CC=CC=2N=N1.CN(C)CCCN=C=NCC.C(N(CC)CC)C. The catalyst is CN(C=O)C.O. The product is [CH2:2]([C:4]1[N:5]=[C:6]([CH:9]([NH:20][C:28](=[O:29])[CH2:27][C:21]2[CH:26]=[CH:25][CH:24]=[CH:23][CH:22]=2)[CH2:10][C:11]2[CH:16]=[CH:15][C:14]([N+:17]([O-:19])=[O:18])=[CH:13][CH:12]=2)[S:7][CH:8]=1)[CH3:3]. The yield is 0.600. (3) The reactants are OCC(C)(C)CCCCC(CCCCC(C)(C)CO)C(O)=O.C[Li].Cl.[OH:26][C:27]([CH:30]([CH2:40][CH2:41][CH2:42][CH2:43][C:44]([CH3:48])([CH3:47])[CH2:45][OH:46])[CH2:31][CH2:32][CH2:33][CH2:34][C:35]([CH3:39])([CH3:38])[CH2:36][OH:37])(C)[CH3:28]. The catalyst is C1COCC1.C(OCC)(=O)C. The product is [OH:46][CH2:45][C:44]([CH3:48])([CH3:47])[CH2:43][CH2:42][CH2:41][CH2:40][CH:30]([CH2:31][CH2:32][CH2:33][CH2:34][C:35]([CH3:39])([CH3:38])[CH2:36][OH:37])[C:27](=[O:26])[CH3:28]. The yield is 0.410. (4) The reactants are Cl.[CH3:2][NH:3][O:4][CH3:5].CCN(C(C)C)C(C)C.C[Al](C)C.[CH3:19][O:20][CH2:21][C:22]1[C:23](=[O:42])[C:24]([C:38](OC)=[O:39])=[N:25][N:26]([C:28]2[CH:33]=[CH:32][CH:31]=[C:30]([C:34]([F:37])([F:36])[F:35])[CH:29]=2)[CH:27]=1. The catalyst is C(Cl)Cl. The product is [CH3:5][O:4][N:3]([CH3:2])[C:38]([C:24]1[C:23](=[O:42])[C:22]([CH2:21][O:20][CH3:19])=[CH:27][N:26]([C:28]2[CH:33]=[CH:32][CH:31]=[C:30]([C:34]([F:35])([F:37])[F:36])[CH:29]=2)[N:25]=1)=[O:39]. The yield is 0.600. (5) The reactants are C[O:2]C1C(C2C=CC=CC=2C)=C(Cl)C=CC=1.Br.[H-].[Na+].C(Br)C=C.C(OCC=C)C=C.[CH2:31]([C:34]1[CH:39]=[CH:38][C:37]([Cl:40])=[C:36]([C:41]2[CH:46]=[CH:45][CH:44]=[CH:43][C:42]=2[Cl:47])[C:35]=1[OH:48])[CH:32]=[CH2:33].ClC1C=C(C=CC=1)C(OO)=O.C(=O)([O-])[O-].[K+].[K+]. The catalyst is C1(C)C=C(C)C=C(C)C=1. The product is [Cl:47][C:42]1[CH:43]=[CH:44][CH:45]=[CH:46][C:41]=1[C:36]1[C:35]2[O:48][CH:32]([CH2:33][OH:2])[CH2:31][C:34]=2[CH:39]=[CH:38][C:37]=1[Cl:40]. The yield is 0.740.